This data is from Full USPTO retrosynthesis dataset with 1.9M reactions from patents (1976-2016). The task is: Predict the reactants needed to synthesize the given product. (1) Given the product [CH3:1][C:2]1[S:3][C:4]([S:8]([NH:12][C:13]2[CH:14]=[C:15]([C:19]3[N:23]([CH3:24])[N:22]=[C:21]([NH:25][C:26](=[O:28])[CH3:27])[CH:20]=3)[CH:16]=[N:17][CH:18]=2)(=[O:10])=[O:9])=[C:5]([CH3:7])[N:6]=1, predict the reactants needed to synthesize it. The reactants are: [CH3:1][C:2]1[S:3][C:4]([S:8](Cl)(=[O:10])=[O:9])=[C:5]([CH3:7])[N:6]=1.[NH2:12][C:13]1[CH:14]=[C:15]([C:19]2[N:23]([CH3:24])[N:22]=[C:21]([NH:25][C:26](=[O:28])[CH3:27])[CH:20]=2)[CH:16]=[N:17][CH:18]=1.N1CCCC1. (2) Given the product [Cl:1][C:2]1[N:3]=[C:4]([C:9]2[CH:10]=[N:11][CH:12]=[CH:13][CH:14]=2)[S:5][C:6]=1[N:7]([CH3:8])[C:23](=[O:24])[CH:22]([CH3:21])[CH2:26][S:27][CH3:28], predict the reactants needed to synthesize it. The reactants are: [Cl:1][C:2]1[N:3]=[C:4]([C:9]2[CH:10]=[N:11][CH:12]=[CH:13][CH:14]=2)[S:5][C:6]=1[NH:7][CH3:8].N1C=CC=CC=1.[CH3:21][CH:22]([CH2:26][S:27][CH3:28])[C:23](Cl)=[O:24]. (3) Given the product [I:1][C:25]1[C:26]2[C:31]([C:18]([C:12]3[CH:13]=[CH:14][CH:15]=[CH:16][CH:17]=3)=[C:19]3[C:24]=1[CH:23]=[CH:22][CH:21]=[CH:20]3)=[CH:30][CH:29]=[CH:28][CH:27]=2, predict the reactants needed to synthesize it. The reactants are: [I:1]N1C(C)(C)C(=O)N(I)C1=O.[C:12]1([C:18]2[C:19]3[C:24]([CH:25]=[C:26]4[C:31]=2[CH:30]=[CH:29][CH:28]=[CH:27]4)=[CH:23][CH:22]=[CH:21][CH:20]=3)[CH:17]=[CH:16][CH:15]=[CH:14][CH:13]=1. (4) Given the product [CH2:1]([O:3][C:4]1[CH:9]=[CH:8][C:7]([S:26]([Cl:25])(=[O:28])=[O:27])=[CH:6][C:5]=1[C:10]1[NH:15][C:14](=[O:16])[C:13]2=[C:17]([CH2:23][CH3:24])[N:18]=[C:19]([CH2:20][CH2:21][CH3:22])[N:12]2[N:11]=1)[CH3:2], predict the reactants needed to synthesize it. The reactants are: [CH2:1]([O:3][C:4]1[CH:9]=[CH:8][CH:7]=[CH:6][C:5]=1[C:10]1[NH:15][C:14](=[O:16])[C:13]2=[C:17]([CH2:23][CH3:24])[N:18]=[C:19]([CH2:20][CH2:21][CH3:22])[N:12]2[N:11]=1)[CH3:2].[Cl:25][S:26](O)(=[O:28])=[O:27]. (5) Given the product [CH3:15][N:16]([CH3:17])[C:4](=[O:3])[C:5](=[O:6])[CH2:7][C:8]([NH:10][CH3:11])=[O:9], predict the reactants needed to synthesize it. The reactants are: CC1(C)[O:6]/[C:5](=[CH:7]\[C:8]([NH:10][CH3:11])=[O:9])/[C:4](=O)[O:3]1.Cl.[CH3:15][NH:16][CH3:17]. (6) Given the product [F:4][C:1]([F:2])([F:3])[C:5]([NH:11][CH2:12][CH2:13][CH2:14][N:15]([CH3:32])[CH2:16][CH2:17][CH2:18][NH:19][C:20]1[N:21]=[N+:22]([O-:31])[C:23]2[CH:29]=[CH:28][C:27]([CH3:30])=[CH:26][C:24]=2[N:25]=1)=[O:7], predict the reactants needed to synthesize it. The reactants are: [C:1]([C:5]([O:7]CC)=O)([F:4])([F:3])[F:2].O.[NH2:11][CH2:12][CH2:13][CH2:14][N:15]([CH3:32])[CH2:16][CH2:17][CH2:18][NH:19][C:20]1[N:21]=[N+:22]([O-:31])[C:23]2[CH:29]=[CH:28][C:27]([CH3:30])=[CH:26][C:24]=2[N:25]=1. (7) Given the product [Br:8][C:4]1[CH:3]=[C:2]([N:11]2[CH2:10][CH:9]3[O:16][CH:13]([CH2:14][CH2:15]3)[CH2:12]2)[CH:7]=[CH:6][CH:5]=1, predict the reactants needed to synthesize it. The reactants are: Br[C:2]1[CH:7]=[CH:6][CH:5]=[C:4]([Br:8])[CH:3]=1.[CH:9]12[O:16][CH:13]([CH2:14][CH2:15]1)[CH2:12][NH:11][CH2:10]2.C1C=CC(P(C2C(C3C(P(C4C=CC=CC=4)C4C=CC=CC=4)=CC=C4C=3C=CC=C4)=C3C(C=CC=C3)=CC=2)C2C=CC=CC=2)=CC=1.CC([O-])(C)C.[Na+].